From a dataset of Peptide-MHC class II binding affinity with 134,281 pairs from IEDB. Regression. Given a peptide amino acid sequence and an MHC pseudo amino acid sequence, predict their binding affinity value. This is MHC class II binding data. (1) The peptide sequence is AVLVATNFFGINTIP. The MHC is DRB1_0405 with pseudo-sequence DRB1_0405. The binding affinity (normalized) is 0.494. (2) The peptide sequence is EWEFVNTPPLVKLWY. The MHC is DRB3_0101 with pseudo-sequence DRB3_0101. The binding affinity (normalized) is 0.281. (3) The peptide sequence is RGYFKMRTGKSSIMRS. The MHC is HLA-DQA10501-DQB10301 with pseudo-sequence HLA-DQA10501-DQB10301. The binding affinity (normalized) is 0.400.